Dataset: Forward reaction prediction with 1.9M reactions from USPTO patents (1976-2016). Task: Predict the product of the given reaction. (1) Given the reactants Br[CH2:2][C:3]1[CH:12]=[CH:11][C:6]([C:7]([O:9][CH3:10])=[O:8])=[CH:5][C:4]=1[O:13][CH:14]([CH3:16])[CH3:15].[OH:17][CH:18]1[CH2:23][CH2:22][NH:21][CH2:20][CH2:19]1.C(=O)([O-])[O-].[K+].[K+].CN(C)C=O, predict the reaction product. The product is: [OH:17][CH:18]1[CH2:23][CH2:22][N:21]([CH2:2][C:3]2[CH:12]=[CH:11][C:6]([C:7]([O:9][CH3:10])=[O:8])=[CH:5][C:4]=2[O:13][CH:14]([CH3:16])[CH3:15])[CH2:20][CH2:19]1. (2) Given the reactants Cl.CN[O:4][CH3:5].Cl.C(N=C=[N:11][CH2:12][CH2:13][CH2:14][N:15]([CH3:17])C)C.[OH2:18].ON1C2C=[CH:26][CH:27]=[CH:28][C:23]=2N=N1.C(N([CH2:34][CH3:35])CC)C.[C:36](O)(C(F)(F)F)=[O:37], predict the reaction product. The product is: [NH2:11][C:12]1[C:26]([O:4][CH:5]2[CH2:35][CH2:34]2)=[CH:27][CH:28]=[CH:23][C:13]=1[C:14]([N:15]([O:37][CH3:36])[CH3:17])=[O:18]. (3) Given the reactants C1COCC1.CC(O)=O.O.C(#[N:13])C.CN(C)S([N:19]1[CH:23]=[C:22]([C:24]2[CH:32]=[CH:31][C:27]3[O:28][CH2:29][O:30][C:26]=3[CH:25]=2)[C:21]([C:33]2[CH:38]=[CH:37][N:36]=[C:35]([C:39]([F:42])([F:41])[F:40])[N:34]=2)=[N:20]1)(=O)=O, predict the reaction product. The product is: [C:27]([C:31]#[N:13])([CH3:26])=[O:28].[O:28]1[C:27]2[CH:31]=[CH:32][C:24]([C:22]3[C:21]([C:33]4[CH:38]=[CH:37][N:36]=[C:35]([C:39]([F:42])([F:41])[F:40])[N:34]=4)=[N:20][NH:19][CH:23]=3)=[CH:25][C:26]=2[O:30][CH2:29]1. (4) Given the reactants [OH:1][CH2:2][C@H:3]1[CH2:8][CH2:7][CH2:6][C@H:5]([N:9]2[C:13]3=[C:14]4[CH:20]=[CH:19][NH:18][C:15]4=[N:16][CH:17]=[C:12]3[NH:11][C:10]2=[O:21])[CH2:4]1.C(Cl)(Cl)Cl.C(=O)([O-])O.[Na+].S([O-])([O-])(=O)=S.[Na+].[Na+], predict the reaction product. The product is: [O:21]=[C:10]1[N:9]([C@H:5]2[CH2:6][CH2:7][CH2:8][C@H:3]([CH:2]=[O:1])[CH2:4]2)[C:13]2=[C:14]3[CH:20]=[CH:19][NH:18][C:15]3=[N:16][CH:17]=[C:12]2[NH:11]1. (5) Given the reactants [CH3:1][O:2][C:3]1[CH:8]=[CH:7][C:6]([C:9]2[CH:14]=[CH:13][C:12]([O:15][CH2:16][C:17]3[CH:18]=[C:19]([C:23](O)=[O:24])[O:20][C:21]=3[CH3:22])=[CH:11][CH:10]=2)=[CH:5][CH:4]=1.[S:26]([C:30]1[CH:35]=[CH:34][C:33]([O:36]C(=O)C)=[CH:32][CH:31]=1)(=[O:29])(=[O:28])[NH2:27].C[O-].[Na+], predict the reaction product. The product is: [OH:36][C:33]1[CH:34]=[CH:35][C:30]([S:26]([NH:27][C:23]([C:19]2[O:20][C:21]([CH3:22])=[C:17]([CH2:16][O:15][C:12]3[CH:11]=[CH:10][C:9]([C:6]4[CH:7]=[CH:8][C:3]([O:2][CH3:1])=[CH:4][CH:5]=4)=[CH:14][CH:13]=3)[CH:18]=2)=[O:24])(=[O:28])=[O:29])=[CH:31][CH:32]=1. (6) Given the reactants [O:1]=[CH:2][C:3]1[CH:11]=[CH:10][C:8]([OH:9])=[C:5]([O:6][CH3:7])[CH:4]=1.C(=O)([O-])[O-].[K+].[K+].[F:18][C:19]([F:34])([F:33])[S:20](OC1C=CC([N+]([O-])=O)=CC=1)(=[O:22])=[O:21].CCOC(C)=O, predict the reaction product. The product is: [F:18][C:19]([F:34])([F:33])[S:20]([O:9][C:8]1[CH:10]=[CH:11][C:3]([CH:2]=[O:1])=[CH:4][C:5]=1[O:6][CH3:7])(=[O:22])=[O:21].